Task: Regression. Given a peptide amino acid sequence and an MHC pseudo amino acid sequence, predict their binding affinity value. This is MHC class II binding data.. Dataset: Peptide-MHC class II binding affinity with 134,281 pairs from IEDB (1) The peptide sequence is IHSLRRLYPSVFEKH. The MHC is DRB3_0101 with pseudo-sequence DRB3_0101. The binding affinity (normalized) is 0.101. (2) The peptide sequence is GGNFAGGGFGMLLRK. The MHC is DRB1_0301 with pseudo-sequence DRB1_0301. The binding affinity (normalized) is 0.